Dataset: Forward reaction prediction with 1.9M reactions from USPTO patents (1976-2016). Task: Predict the product of the given reaction. (1) Given the reactants [SH:1][C:2]([CH3:8])([CH3:7])[CH2:3][C:4]([OH:6])=[O:5].FC(F)(F)C(O)=O.[CH3:16][O:17][C:18]1[CH:25]=[C:24]([O:26][CH3:27])[CH:23]=[C:22]([O:28][CH3:29])[C:19]=1[CH2:20]O, predict the reaction product. The product is: [CH3:7][C:2]([S:1][CH2:20][C:19]1[C:22]([O:28][CH3:29])=[CH:23][C:24]([O:26][CH3:27])=[CH:25][C:18]=1[O:17][CH3:16])([CH3:8])[CH2:3][C:4]([OH:6])=[O:5]. (2) The product is: [NH:11]1[CH:15]=[N:14][C:13]([CH2:2][C:3]2[CH:10]=[CH:9][C:6]([C:7]#[N:8])=[CH:5][CH:4]=2)=[N:12]1.[N:11]1[N:12]=[CH:13][N:14]([CH2:2][C:3]2[CH:10]=[CH:9][C:6]([C:7]#[N:8])=[CH:5][CH:4]=2)[CH:15]=1. Given the reactants Br[CH2:2][C:3]1[CH:10]=[CH:9][C:6]([C:7]#[N:8])=[CH:5][CH:4]=1.[NH:11]1[CH:15]=[N:14][CH:13]=[N:12]1, predict the reaction product. (3) Given the reactants [CH3:1][O:2][C:3]1[CH:17]=[CH:16][C:6]([O:7][C:8]2[CH:15]=[CH:14][C:11]([CH:12]=O)=[CH:10][CH:9]=2)=[CH:5][CH:4]=1.[CH3:18][CH:19]([CH3:35])[C:20]([NH:22][C:23]1[CH:28]=[CH:27][CH:26]=[C:25]([CH:29]2[CH2:34][CH2:33][NH:32][CH2:31][CH2:30]2)[CH:24]=1)=[O:21], predict the reaction product. The product is: [CH3:1][O:2][C:3]1[CH:17]=[CH:16][C:6]([O:7][C:8]2[CH:15]=[CH:14][C:11]([CH2:12][N:32]3[CH2:33][CH2:34][CH:29]([C:25]4[CH:24]=[C:23]([NH:22][C:20](=[O:21])[CH:19]([CH3:18])[CH3:35])[CH:28]=[CH:27][CH:26]=4)[CH2:30][CH2:31]3)=[CH:10][CH:9]=2)=[CH:5][CH:4]=1. (4) Given the reactants [Cl:1][C:2]1[CH:3]=[C:4]([NH2:16])[CH:5]=[CH:6][C:7]=1[O:8][CH2:9][C:10]1[CH:15]=[N:14][CH:13]=[CH:12][N:11]=1.F[C:18](F)(F)C(O)=O, predict the reaction product. The product is: [Cl:1][C:2]1[CH:3]=[C:4]([NH2:16])[CH:5]=[CH:6][C:7]=1[O:8][CH2:9][C:10]1[CH:15]=[N:14][CH:13]=[C:12]([CH3:18])[N:11]=1. (5) Given the reactants [C:1]([O:5][C:6]([NH:8][C:9]1[S:10][CH:11]=[C:12](/[C:14](=[N:31]/[O:32][C:33]2([C:36]([O:38][CH:39]([C:46]3[CH:51]=[CH:50][CH:49]=[CH:48][CH:47]=3)[C:40]3[CH:45]=[CH:44][CH:43]=[CH:42][CH:41]=3)=[O:37])[CH2:35][CH2:34]2)/[C:15]([NH:17][C@@H:18]2[C:21](=[O:22])[NH:20][C@@H:19]2[CH2:23][N:24]2[N:28]=[C:27]([CH:29]=O)[CH:26]=[N:25]2)=[O:16])[N:13]=1)=[O:7])([CH3:4])([CH3:3])[CH3:2].[NH2:52][CH2:53][CH:54]1[CH2:57][N:56]([C:58]([O:60][C:61]([CH3:64])([CH3:63])[CH3:62])=[O:59])[CH2:55]1.C(O[BH-](OC(=O)C)OC(=O)C)(=O)C.[Na+].CN(C=O)C, predict the reaction product. The product is: [CH:39]([O:38][C:36]([C:33]1([O:32]/[N:31]=[C:14](/[C:12]2[N:13]=[C:9]([NH:8][C:6]([O:5][C:1]([CH3:4])([CH3:3])[CH3:2])=[O:7])[S:10][CH:11]=2)\[C:15]([NH:17][C@@H:18]2[C:21](=[O:22])[NH:20][C@@H:19]2[CH2:23][N:24]2[N:28]=[C:27]([CH2:29][NH:52][CH2:53][CH:54]3[CH2:57][N:56]([C:58]([O:60][C:61]([CH3:64])([CH3:63])[CH3:62])=[O:59])[CH2:55]3)[CH:26]=[N:25]2)=[O:16])[CH2:35][CH2:34]1)=[O:37])([C:46]1[CH:47]=[CH:48][CH:49]=[CH:50][CH:51]=1)[C:40]1[CH:41]=[CH:42][CH:43]=[CH:44][CH:45]=1. (6) Given the reactants C([O:3][C:4](=[O:25])[CH2:5][C:6]1[CH:7]=[C:8]([C:14]2[CH:19]=[CH:18][C:17]([F:20])=[CH:16][C:15]=2[CH2:21][NH:22][CH2:23][CH3:24])[C:9]([O:12][CH3:13])=[CH:10][CH:11]=1)C.[CH:26]1([C:29](Cl)=[O:30])[CH2:28][CH2:27]1.C(OC(=O)CC1C=C(C2C=CC(F)=CC=2CN(C(OCC2C=CC=CC=2)=O)CC)C(OC)=CC=1)C.[Li+].[OH-], predict the reaction product. The product is: [CH:26]1([C:29]([N:22]([CH2:21][C:15]2[CH:16]=[C:17]([F:20])[CH:18]=[CH:19][C:14]=2[C:8]2[C:9]([O:12][CH3:13])=[CH:10][CH:11]=[C:6]([CH2:5][C:4]([OH:25])=[O:3])[CH:7]=2)[CH2:23][CH3:24])=[O:30])[CH2:28][CH2:27]1. (7) The product is: [CH2:20]([C:19]1[C:3]2[C:4](=[O:18])[N:5]([C:12]3[CH:17]=[CH:16][CH:15]=[CH:14][CH:13]=3)[C:6]3[N:7]=[CH:8][CH:9]=[CH:10][C:11]=3[C:2]=2[NH:30][N:29]=1)[C:21]1[CH:26]=[CH:25][CH:24]=[CH:23][CH:22]=1. Given the reactants O[C:2]1[C:11]2[C:6](=[N:7][CH:8]=[CH:9][CH:10]=2)[N:5]([C:12]2[CH:17]=[CH:16][CH:15]=[CH:14][CH:13]=2)[C:4](=[O:18])[C:3]=1[C:19](=O)[CH2:20][C:21]1[CH:26]=[CH:25][CH:24]=[CH:23][CH:22]=1.O.[NH2:29][NH2:30].O, predict the reaction product.